Dataset: Catalyst prediction with 721,799 reactions and 888 catalyst types from USPTO. Task: Predict which catalyst facilitates the given reaction. Reactant: [CH3:1][C:2]1[CH:37]=[CH:36][CH:35]=[C:34]([CH3:38])[C:3]=1[O:4][C:5]1[C:6]([C:22]([NH:24]CC2C=CC(OC)=CC=2)=[O:23])=[C:7]([NH:13][C:14]2[CH:19]=[CH:18][C:17]([I:20])=[CH:16][C:15]=2[F:21])[N:8]([CH3:12])[C:9](=[O:11])[CH:10]=1.[Cl-].[Al+3].[Cl-].[Cl-].ClCCl. Product: [CH3:38][C:34]1[CH:35]=[CH:36][CH:37]=[C:2]([CH3:1])[C:3]=1[O:4][C:5]1[C:6]([C:22]([NH2:24])=[O:23])=[C:7]([NH:13][C:14]2[CH:19]=[CH:18][C:17]([I:20])=[CH:16][C:15]=2[F:21])[N:8]([CH3:12])[C:9](=[O:11])[CH:10]=1. The catalyst class is: 520.